From a dataset of Catalyst prediction with 721,799 reactions and 888 catalyst types from USPTO. Predict which catalyst facilitates the given reaction. (1) Reactant: [CH3:1][C:2]1[CH:7]=[CH:6][C:5]([S:8]([O:11][CH2:12][CH:13]2[CH2:17][C:16]3[CH:18]=[CH:19][CH:20]=[C:21](Br)[C:15]=3[O:14]2)(=[O:10])=[O:9])=[CH:4][CH:3]=1.[C:23]1(/[CH:29]=[CH:30]/B(O)O)[CH:28]=[CH:27][CH:26]=[CH:25][CH:24]=1.C(=O)([O-])[O-].[K+].[K+]. Product: [CH3:1][C:2]1[CH:7]=[CH:6][C:5]([S:8]([O:11][CH2:12][CH:13]2[CH2:17][C:16]3[CH:18]=[CH:19][CH:20]=[C:21](/[CH:30]=[CH:29]/[C:23]4[CH:28]=[CH:27][CH:26]=[CH:25][CH:24]=4)[C:15]=3[O:14]2)(=[O:10])=[O:9])=[CH:4][CH:3]=1. The catalyst class is: 608. (2) Reactant: [Br:1][C:2]1[CH:3]=[C:4]([NH2:8])[CH:5]=[N:6][CH:7]=1.C(N(CC)CC)C.[CH2:16]([S:18](Cl)(=[O:20])=[O:19])[CH3:17].[OH-].[Na+]. Product: [Br:1][C:2]1[CH:3]=[C:4]([NH:8][S:18]([CH2:16][CH3:17])(=[O:20])=[O:19])[CH:5]=[N:6][CH:7]=1. The catalyst class is: 98.